This data is from Reaction yield outcomes from USPTO patents with 853,638 reactions. The task is: Predict the reaction yield, written as a fraction of the theoretical maximum amount of product (1.0 means a 100% yield; for example, 0.34 means a 34% yield). (1) The reactants are C(=O)([O-])[O-].[Na+].[Na+].CO.[NH2:9][NH2:10].[Cl:11][C:12]1[N:17]=[C:16](Cl)[C:15]([O:19][CH3:20])=[CH:14][N:13]=1. The catalyst is C1(C)C=CC=CC=1. The product is [Cl:11][C:12]1[N:17]=[C:16]([NH:9][NH2:10])[C:15]([O:19][CH3:20])=[CH:14][N:13]=1. The yield is 0.828. (2) The reactants are [Br:1][C:2]1[CH:7]=[CH:6][C:5]([CH2:8][C@H:9]([NH:13]C(=O)OC(C)(C)C)[CH2:10][CH2:11][OH:12])=[CH:4][CH:3]=1.[ClH:21].O1CCOCC1. No catalyst specified. The product is [ClH:21].[NH2:13][C@@H:9]([CH2:8][C:5]1[CH:4]=[CH:3][C:2]([Br:1])=[CH:7][CH:6]=1)[CH2:10][CH2:11][OH:12]. The yield is 0.940. (3) The product is [CH3:1][O:2][C:3](=[O:11])[C:4]1[CH:9]=[CH:8][C:7]([N:10]2[C:15](=[O:16])[C:14]3[C:13](=[CH:21][CH:20]=[CH:19][CH:18]=3)[C:12]2=[O:17])=[N:6][CH:5]=1. The catalyst is C1(C)C=CC=CC=1. The yield is 0.600. The reactants are [CH3:1][O:2][C:3](=[O:11])[C:4]1[CH:9]=[CH:8][C:7]([NH2:10])=[N:6][CH:5]=1.[C:12]1(=O)[O:17][C:15](=[O:16])[C:14]2=[CH:18][CH:19]=[CH:20][CH:21]=[C:13]12.O. (4) The reactants are [Cl:1][C:2]1[N:7]=[C:6]([C:8]2[S:12][C:11]([N:13]3[CH2:18][CH2:17][O:16][CH2:15][CH2:14]3)=[N:10][C:9]=2[C:19]2[C:20]([F:32])=[C:21]([NH:25]C(=O)OCC=C)[CH:22]=[CH:23][CH:24]=2)[CH:5]=[CH:4][N:3]=1.CC(O)=O.C([SnH](CCCC)CCCC)CCC. The catalyst is C(Cl)Cl.Cl[Pd](Cl)([P](C1C=CC=CC=1)(C1C=CC=CC=1)C1C=CC=CC=1)[P](C1C=CC=CC=1)(C1C=CC=CC=1)C1C=CC=CC=1. The product is [Cl:1][C:2]1[N:7]=[C:6]([C:8]2[S:12][C:11]([N:13]3[CH2:14][CH2:15][O:16][CH2:17][CH2:18]3)=[N:10][C:9]=2[C:19]2[C:20]([F:32])=[C:21]([CH:22]=[CH:23][CH:24]=2)[NH2:25])[CH:5]=[CH:4][N:3]=1. The yield is 0.916. (5) The reactants are [CH2:1]([O:4][C:5]1[N:10]=[C:9]([C:11]([OH:13])=[O:12])[CH:8]=[N:7][C:6]=1[N:14]1[CH2:18][CH2:17][CH2:16][CH2:15]1)[CH2:2]C.[CH3:19][O:20]C(C1C=NC(Cl)=C(Br)N=1)=O.N1CCCC1.[OH-].[K+]. The catalyst is COCCO. The product is [CH3:19][O:20][CH2:2][CH2:1][O:4][C:5]1[N:10]=[C:9]([C:11]([OH:13])=[O:12])[CH:8]=[N:7][C:6]=1[N:14]1[CH2:18][CH2:17][CH2:16][CH2:15]1. The yield is 0.170.